From a dataset of Forward reaction prediction with 1.9M reactions from USPTO patents (1976-2016). Predict the product of the given reaction. (1) Given the reactants [F:1][C:2]([F:25])([F:24])[S:3]([O:6][C:7]1[CH:8]=[CH:9][C:10]2[CH2:11][C@H:12]3[NH:23][CH2:22][CH2:21][C@@:18]4([C:19]=2[CH:20]=1)[C@H:13]3[CH2:14][CH2:15][CH2:16][CH2:17]4)(=[O:5])=[O:4].Br[CH2:27][CH:28]1[CH2:30][CH2:29]1, predict the reaction product. The product is: [CH:28]1([CH2:27][N:23]2[CH2:22][CH2:21][C@@:18]34[C:19]5[CH:20]=[C:7]([O:6][S:3]([C:2]([F:1])([F:24])[F:25])(=[O:5])=[O:4])[CH:8]=[CH:9][C:10]=5[CH2:11][C@@H:12]2[C@@H:13]3[CH2:14][CH2:15][CH2:16][CH2:17]4)[CH2:30][CH2:29]1. (2) Given the reactants [CH3:1][N:2]1[CH2:15][CH2:14][C:5]2[NH:6][C:7]3[CH:8]=[CH:9][C:10]([CH3:13])=[CH:11][C:12]=3[C:4]=2[CH2:3]1.C(=O)([O-])[O-].[K+].[K+].N1C2C(=CC=C3C=2N=CC=C3)C=CC=1.Br[C:37]#[C:38][C:39]1[CH:40]=[CH:41][C:42]([CH3:45])=[N:43][CH:44]=1, predict the reaction product. The product is: [CH3:1][N:2]1[CH2:15][CH2:14][C:5]2[N:6]([C:37]#[C:38][C:39]3[CH:44]=[N:43][C:42]([CH3:45])=[CH:41][CH:40]=3)[C:7]3[CH:8]=[CH:9][C:10]([CH3:13])=[CH:11][C:12]=3[C:4]=2[CH2:3]1. (3) Given the reactants [NH2:1][C@@H:2]1[CH2:6][CH2:5][N:4]([C:7]2[N:15]=[C:14]3[C:10]([N:11]=[CH:12][N:13]3[C@@H:16]3[CH2:20][C@H:19]([NH:21][C:22](=[O:25])[CH2:23][CH3:24])[C@@H:18]([OH:26])[C@H:17]3[OH:27])=[C:9]([NH:28][CH2:29][CH:30]([C:37]3[CH:42]=[CH:41][CH:40]=[CH:39][CH:38]=3)[C:31]3[CH:36]=[CH:35][CH:34]=[CH:33][CH:32]=3)[N:8]=2)[CH2:3]1.I.[NH:44]1[CH2:48][CH2:47][N:46]=[C:45]1S, predict the reaction product. The product is: [NH:46]1[CH2:47][CH2:48][N:44]=[C:45]1[NH:1][C@@H:2]1[CH2:6][CH2:5][N:4]([C:7]2[N:15]=[C:14]3[C:10]([N:11]=[CH:12][N:13]3[C@@H:16]3[CH2:20][C@H:19]([NH:21][C:22](=[O:25])[CH2:23][CH3:24])[C@@H:18]([OH:26])[C@H:17]3[OH:27])=[C:9]([NH:28][CH2:29][CH:30]([C:37]3[CH:38]=[CH:39][CH:40]=[CH:41][CH:42]=3)[C:31]3[CH:32]=[CH:33][CH:34]=[CH:35][CH:36]=3)[N:8]=2)[CH2:3]1. (4) Given the reactants [CH:1]1([N:5]2[CH2:10][CH2:9][CH:8]([NH:11]C(=O)OC(C)(C)C)[CH2:7][CH2:6]2)[CH2:4][CH2:3][CH2:2]1.Cl, predict the reaction product. The product is: [CH:1]1([N:5]2[CH2:6][CH2:7][CH:8]([NH2:11])[CH2:9][CH2:10]2)[CH2:4][CH2:3][CH2:2]1. (5) The product is: [ClH:17].[C:3]([C:5]1[C:6]([CH:16]2[CH2:30][CH2:21][CH2:18]2)=[CH:7][C:8]([CH3:15])=[C:9]([CH:14]=1)[C:10]([O:12][CH3:13])=[O:11])(=[NH:2])[NH2:4]. Given the reactants O[N:2]=[C:3]([C:5]1[C:6]([CH3:16])=[CH:7][C:8]([CH3:15])=[C:9]([CH:14]=1)[C:10]([O:12][CH3:13])=[O:11])[NH2:4].[ClH:17].[C:18]([C:21]1C(C)=CC(C)=C([CH:30]=1)C(OC)=O)(=N)N.C(C1C=CC(C)C(C2CCC2)(C=1)C(OC)=O)#N.C(C1C(C)=CC(C)=C(C=1)C(OC)=O)#N, predict the reaction product. (6) Given the reactants [CH3:1][C:2]1[N:3]=[CH:4][N:5]([C:7]2[CH:12]=[CH:11][C:10]([C:13]3[C:14](=[O:23])[NH:15][C:16]4([CH2:22][CH2:21][CH2:20][O:19][CH2:18]4)[N:17]=3)=[CH:9][CH:8]=2)[CH:6]=1.[H-].[Na+].Br[CH2:27][C:28]([NH:30][C:31]1[CH:36]=[CH:35][CH:34]=[C:33]([C:37]([F:40])([F:39])[F:38])[CH:32]=1)=[O:29].O, predict the reaction product. The product is: [CH3:1][C:2]1[N:3]=[CH:4][N:5]([C:7]2[CH:12]=[CH:11][C:10]([C:13]3[C:14](=[O:23])[N:15]([CH2:27][C:28]([NH:30][C:31]4[CH:36]=[CH:35][CH:34]=[C:33]([C:37]([F:38])([F:39])[F:40])[CH:32]=4)=[O:29])[C:16]4([CH2:22][CH2:21][CH2:20][O:19][CH2:18]4)[N:17]=3)=[CH:9][CH:8]=2)[CH:6]=1. (7) Given the reactants [CH3:1][N:2]1[CH2:8][CH2:7][CH2:6][NH:5][CH2:4][CH2:3]1.[C:9]([O:13][C:14](=[O:49])[NH:15][C@H:16]1[CH2:21][CH2:20][C@@H:19]([N:22]2[C:27](=[O:28])[C:26]3[CH:29]=[C:30]([F:33])[CH:31]=[N:32][C:25]=3[N:24]([C:34]3[CH:35]=[C:36]([C:40]4[CH:45]=[CH:44][C:43]([CH:46]=O)=[CH:42][CH:41]=4)[CH:37]=[CH:38][CH:39]=3)[C:23]2=[O:48])[CH2:18][CH2:17]1)([CH3:12])([CH3:11])[CH3:10].S([O-])([O-])(=O)=O.[Na+].[Na+].C(O[BH-](OC(=O)C)OC(=O)C)(=O)C.[Na+], predict the reaction product. The product is: [F:33][C:30]1[CH:31]=[N:32][C:25]2[N:24]([C:34]3[CH:35]=[C:36]([C:40]4[CH:45]=[CH:44][C:43]([CH2:46][N:5]5[CH2:6][CH2:7][CH2:8][N:2]([CH3:1])[CH2:3][CH2:4]5)=[CH:42][CH:41]=4)[CH:37]=[CH:38][CH:39]=3)[C:23](=[O:48])[N:22]([C@@H:19]3[CH2:18][CH2:17][C@H:16]([NH:15][C:14](=[O:49])[O:13][C:9]([CH3:11])([CH3:12])[CH3:10])[CH2:21][CH2:20]3)[C:27](=[O:28])[C:26]=2[CH:29]=1. (8) Given the reactants [Cl:1][C:2]1[CH:10]=[C:9]2[C:5]([C:6]([C:12]3[N:13]=[C:14]4[C:20]([C:21](O)=[O:22])=[CH:19][NH:18][C:15]4=[N:16][CH:17]=3)=[N:7][N:8]2[CH3:11])=[CH:4][CH:3]=1.[NH2:24][C:25]([CH3:30])([CH3:29])[CH:26]([OH:28])[CH3:27].CCN=C=NCCCN(C)C.C1C=CC2N(O)N=NC=2C=1.CCN(C(C)C)C(C)C, predict the reaction product. The product is: [Cl:1][C:2]1[CH:10]=[C:9]2[C:5]([C:6]([C:12]3[N:13]=[C:14]4[C:20]([C:21]([NH:24][C:25]([CH3:30])([CH:26]([OH:28])[CH3:27])[CH3:29])=[O:22])=[CH:19][NH:18][C:15]4=[N:16][CH:17]=3)=[N:7][N:8]2[CH3:11])=[CH:4][CH:3]=1.